From a dataset of Reaction yield outcomes from USPTO patents with 853,638 reactions. Predict the reaction yield, written as a fraction of the theoretical maximum amount of product (1.0 means a 100% yield; for example, 0.34 means a 34% yield). (1) The reactants are [H-].[Na+].[F:3][C:4]1[CH:12]=[C:11]2[C:7]([CH:8]=[CH:9][NH:10]2)=[CH:6][C:5]=1[N:13]1[C:21](=[O:22])[C:20]2[C:15](=[CH:16][CH:17]=[CH:18][CH:19]=2)[C:14]1=[O:23].Cl.[N:25]1[CH:30]=[CH:29][CH:28]=[CH:27][C:26]=1[CH2:31]Cl.C(=O)([O-])[O-].[K+].[K+].OC1C=CC=C[N+]=1[O-].CCN=C=NCCCN(C)C. The catalyst is CN(C=O)C.O. The product is [F:3][C:4]1[CH:12]=[C:11]2[C:7]([CH:8]=[CH:9][N:10]2[CH2:31][C:26]2[CH:27]=[CH:28][CH:29]=[CH:30][N:25]=2)=[CH:6][C:5]=1[N:13]1[C:21](=[O:22])[C:20]2[C:15](=[CH:16][CH:17]=[CH:18][CH:19]=2)[C:14]1=[O:23]. The yield is 0.280. (2) The reactants are [C:1]([O:9][CH3:10])(=O)[C:2]1[CH:7]=[CH:6][CH:5]=[CH:4][CH:3]=1.[NH2:11][C@H:12](CO)[CH:13]([CH3:15])[CH3:14]. The catalyst is [Zn].ClC1C=CC=CC=1. The product is [CH:13]([C@H:12]1[CH2:10][O:9][C:1]([C:2]2[CH:7]=[CH:6][CH:5]=[CH:4][CH:3]=2)=[N:11]1)([CH3:15])[CH3:14]. The yield is 0.840. (3) The product is [O:15]1[C:19]2=[CH:20][CH:21]=[CH:22][C:23]2=[CH:18][CH:17]=[C:16]1[C:24]1[N:14]=[C:12]([NH:11][C:3]2[N:2]=[CH:1][C:10]3[C:5]([CH:4]=2)=[CH:6][CH:7]=[CH:8][CH:9]=3)[S:13][CH:25]=1. The yield is 0.860. The reactants are [CH:1]1[C:10]2[C:5](=[CH:6][CH:7]=[CH:8][CH:9]=2)[CH:4]=[C:3]([NH:11][C:12]([NH2:14])=[S:13])[N:2]=1.[O:15]1[C:19]2[CH:20]=[CH:21][CH:22]=[CH:23][C:18]=2[CH:17]=[C:16]1[C:24](=O)[CH2:25]Br. No catalyst specified. (4) The reactants are [F:1][C:2]1[C:3](I)=[C:4]([NH:8][C:9](=[O:15])[O:10][C:11]([CH3:14])([CH3:13])[CH3:12])[CH:5]=[N:6][CH:7]=1.[C:17]1(B(O)O)[CH:22]=[CH:21][CH:20]=[CH:19][CH:18]=1.C([O-])([O-])=O.[Na+].[Na+].C1(C)C=CC=CC=1. The catalyst is O1CCOCC1.C1C=CC(P([C]2[CH][CH][CH][CH]2)C2C=CC=CC=2)=CC=1.C1C=CC(P([C]2[CH][CH][CH][CH]2)C2C=CC=CC=2)=CC=1.Cl[Pd]Cl.[Fe]. The product is [F:1][C:2]1[C:3]([C:17]2[CH:22]=[CH:21][CH:20]=[CH:19][CH:18]=2)=[C:4]([NH:8][C:9](=[O:15])[O:10][C:11]([CH3:14])([CH3:13])[CH3:12])[CH:5]=[N:6][CH:7]=1. The yield is 0.900.